From a dataset of NCI-60 drug combinations with 297,098 pairs across 59 cell lines. Regression. Given two drug SMILES strings and cell line genomic features, predict the synergy score measuring deviation from expected non-interaction effect. Drug 1: CC1=C2C(C(=O)C3(C(CC4C(C3C(C(C2(C)C)(CC1OC(=O)C(C(C5=CC=CC=C5)NC(=O)OC(C)(C)C)O)O)OC(=O)C6=CC=CC=C6)(CO4)OC(=O)C)O)C)O. Drug 2: C1CN(CCN1C(=O)CCBr)C(=O)CCBr. Cell line: NCI-H322M. Synergy scores: CSS=15.4, Synergy_ZIP=0.847, Synergy_Bliss=-1.44, Synergy_Loewe=-11.9, Synergy_HSA=-2.88.